This data is from Catalyst prediction with 721,799 reactions and 888 catalyst types from USPTO. The task is: Predict which catalyst facilitates the given reaction. (1) Reactant: [C:1]([N:20]1[CH:24]=[C:23]([C:25]2[CH:32]=[CH:31][CH:30]=[CH:29][C:26]=2[C:27]#[N:28])[N:22]=[CH:21]1)([C:14]1[CH:19]=[CH:18][CH:17]=[CH:16][CH:15]=1)([C:8]1[CH:13]=[CH:12][CH:11]=[CH:10][CH:9]=1)[C:2]1[CH:7]=[CH:6][CH:5]=[CH:4][CH:3]=1.[H-].[Al+3].[Li+].[H-].[H-].[H-].N1C=CN=C1. Product: [C:1]([N:20]1[CH:24]=[C:23]([C:25]2[CH:32]=[CH:31][CH:30]=[CH:29][C:26]=2[CH2:27][NH2:28])[N:22]=[CH:21]1)([C:14]1[CH:19]=[CH:18][CH:17]=[CH:16][CH:15]=1)([C:2]1[CH:3]=[CH:4][CH:5]=[CH:6][CH:7]=1)[C:8]1[CH:13]=[CH:12][CH:11]=[CH:10][CH:9]=1. The catalyst class is: 7. (2) Reactant: [CH:1](O)=[O:2].C(OC(=O)C)(=O)C.[NH2:11][C:12]([C:21]1[CH:26]=[CH:25][C:24]([Cl:27])=[C:23]([Cl:28])[CH:22]=1)([CH2:18][CH:19]=[CH2:20])[C:13]([O:15][CH2:16][CH3:17])=[O:14]. Product: [Cl:28][C:23]1[CH:22]=[C:21]([C:12]([NH:11][CH:1]=[O:2])([CH2:18][CH:19]=[CH2:20])[C:13]([O:15][CH2:16][CH3:17])=[O:14])[CH:26]=[CH:25][C:24]=1[Cl:27]. The catalyst class is: 7. (3) Reactant: [F:1][C:2]1[CH:7]=[C:6]([N:8]2[CH:12]=[C:11]([CH3:13])[N:10]=[C:9]2[C:14]2[CH:19]=[CH:18][C:17]([C:20]3[N:21]=[C:22]([Si](C)(C)C)[S:23][CH:24]=3)=[CH:16][CH:15]=2)[CH:5]=[CH:4][C:3]=1[S:29]([NH2:32])(=[O:31])=[O:30].[F-].C([N+](CCCC)(CCCC)CCCC)CCC.O. Product: [F:1][C:2]1[CH:7]=[C:6]([N:8]2[CH:12]=[C:11]([CH3:13])[N:10]=[C:9]2[C:14]2[CH:19]=[CH:18][C:17]([C:20]3[N:21]=[CH:22][S:23][CH:24]=3)=[CH:16][CH:15]=2)[CH:5]=[CH:4][C:3]=1[S:29]([NH2:32])(=[O:30])=[O:31]. The catalyst class is: 1. (4) Reactant: [Br:1][C:2]1[CH:3]=[C:4]([CH2:8][CH2:9][OH:10])[CH:5]=[CH:6][CH:7]=1.CC(OI1(OC(C)=O)(OC(C)=O)OC(=O)C2C=CC=CC1=2)=O. Product: [Br:1][C:2]1[CH:3]=[C:4]([CH2:8][CH:9]=[O:10])[CH:5]=[CH:6][CH:7]=1. The catalyst class is: 2.